Dataset: Peptide-MHC class I binding affinity with 185,985 pairs from IEDB/IMGT. Task: Regression. Given a peptide amino acid sequence and an MHC pseudo amino acid sequence, predict their binding affinity value. This is MHC class I binding data. (1) The peptide sequence is LMIIPLINV. The MHC is HLA-B07:02 with pseudo-sequence HLA-B07:02. The binding affinity (normalized) is 0. (2) The peptide sequence is STTTCEAGV. The MHC is HLA-A23:01 with pseudo-sequence HLA-A23:01. The binding affinity (normalized) is 0.0847. (3) The peptide sequence is FMKVKFEAL. The MHC is HLA-A26:02 with pseudo-sequence HLA-A26:02. The binding affinity (normalized) is 0.0847. (4) The peptide sequence is FSGALDTTSY. The MHC is HLA-A29:02 with pseudo-sequence HLA-A29:02. The binding affinity (normalized) is 0.398. (5) The peptide sequence is STDQDTMLFA. The MHC is HLA-A02:06 with pseudo-sequence HLA-A02:06. The binding affinity (normalized) is 0.296.